From a dataset of Reaction yield outcomes from USPTO patents with 853,638 reactions. Predict the reaction yield, written as a fraction of the theoretical maximum amount of product (1.0 means a 100% yield; for example, 0.34 means a 34% yield). (1) The reactants are [C:1]([O:4][C@@H:5]1[O:17][C@H:16]([CH2:18]Cl)[C@@H:11]([O:12][C:13](=[O:15])[CH3:14])[C@H:6]1[O:7][C:8](=[O:10])[CH3:9])(=[O:3])[CH3:2].CC(O)C.C([O-])([O-])=O.[Na+].[Na+].[H][H]. The catalyst is [Ni].O1CCCC1. The product is [C:1]([O:4][C@@H:5]1[O:17][C@H:16]([CH3:18])[C@@H:11]([O:12][C:13](=[O:15])[CH3:14])[C@H:6]1[O:7][C:8](=[O:10])[CH3:9])(=[O:3])[CH3:2]. The yield is 0.680. (2) The reactants are [S:1]1[C:9]2[C:4](=[N:5][CH:6]=[CH:7][CH:8]=2)[N:3]=[C:2]1[O:10][C:11]1[CH:18]=[CH:17][C:14]([CH:15]=O)=[CH:13][CH:12]=1.C[O:20][C:21](=[O:25])[CH2:22][CH2:23][NH2:24].[OH-].[Na+].C(O[BH-](OC(=O)C)OC(=O)C)(=O)C.[Na+]. The catalyst is CO. The product is [S:1]1[C:9]2[C:4](=[N:5][CH:6]=[CH:7][CH:8]=2)[N:3]=[C:2]1[O:10][C:11]1[CH:18]=[CH:17][C:14]([CH2:15][NH:24][CH2:23][CH2:22][C:21]([OH:25])=[O:20])=[CH:13][CH:12]=1. The yield is 0.310. (3) The reactants are [CH2:1]([Li])CCC.CCCCCC.Br[C:13]1[CH:14]=[CH:15][C:16]([Cl:34])=[C:17]([CH:33]=1)[CH2:18][C:19]1[CH:32]=[CH:31][C:22]([O:23][Si](C(C)(C)C)(C)C)=[CH:21][CH:20]=1.C[Si](C)(C)[O:37][C@@H:38]1[C@@H:43]([O:44][Si](C)(C)C)[C@H:42]([O:49][Si](C)(C)C)[C@@H:41]([CH2:54][O:55][Si](C)(C)C)[O:40][C:39]1=[O:60]. The catalyst is C1COCC1.C1(C)C=CC=CC=1. The product is [Cl:34][C:16]1[CH:15]=[CH:14][C:13]([C@@:39]2([O:60][CH3:1])[C@H:38]([OH:37])[C@@H:43]([OH:44])[C@H:42]([OH:49])[C@@H:41]([CH2:54][OH:55])[O:40]2)=[CH:33][C:17]=1[CH2:18][C:19]1[CH:20]=[CH:21][C:22]([OH:23])=[CH:31][CH:32]=1. The yield is 0.330. (4) The reactants are C[C@@:2]1([C:27]([O-:29])=[O:28])[CH2:6][C@@H:5]([O:7][C:8]([N:10]2[CH2:18][C:17]3[C:12](=[CH:13][CH:14]=[CH:15][C:16]=3Br)[CH2:11]2)=[O:9])[CH2:4][N:3]1[C:20]([O:22][C:23]([CH3:26])([CH3:25])[CH3:24])=[O:21].[CH3:30][C:31]([CH3:46])([CH3:45])[C@@H:32]([C:42]([OH:44])=[O:43])[NH:33][C:34]([O:36][CH2:37][CH2:38][CH2:39][C:40]#[CH:41])=[O:35].[C:47]([O-])(O)=O.[Na+].CCOC(C)=O. The catalyst is C1COCC1.N1CCCC1.[Cu](I)I.C1C=CC([P]([Pd]([P](C2C=CC=CC=2)(C2C=CC=CC=2)C2C=CC=CC=2)([P](C2C=CC=CC=2)(C2C=CC=CC=2)C2C=CC=CC=2)[P](C2C=CC=CC=2)(C2C=CC=CC=2)C2C=CC=CC=2)(C2C=CC=CC=2)C2C=CC=CC=2)=CC=1. The product is [C:23]([O:22][C:20]([N:3]1[C@H:2]([C:27]([O:29][CH3:47])=[O:28])[CH2:6][C@@H:5]([O:7][C:8]([N:10]2[CH2:18][C:17]3[C:12](=[CH:13][CH:14]=[CH:15][C:16]=3[C:41]#[C:40][CH2:39][CH2:38][CH2:37][O:36][C:34]([NH:33][C@H:32]([C:42]([OH:44])=[O:43])[C:31]([CH3:46])([CH3:45])[CH3:30])=[O:35])[CH2:11]2)=[O:9])[CH2:4]1)=[O:21])([CH3:25])([CH3:24])[CH3:26]. The yield is 0.990. (5) The reactants are [CH2:1]([O:5][C:6]1[CH:15]=[CH:14][C:13]2[C:8](=[CH:9][CH:10]=[CH:11][CH:12]=2)[C:7]=1[CH:16]=[N:17][OH:18])[CH:2]1O[CH2:3]1.[CH2:19]([O:21][C:22]([CH2:24][CH2:25]CCCOC1C=CC2C(=CC=CC=2)C=1C=O)=[O:23])[CH3:20].[OH-].[Na+].Cl.NO. The catalyst is C(O)C.O. The product is [CH2:19]([O:21][C:22]([CH2:24][CH2:25][CH2:3][CH2:2][CH2:1][O:5][C:6]1[CH:15]=[CH:14][C:13]2[C:8](=[CH:9][CH:10]=[CH:11][CH:12]=2)[C:7]=1[CH:16]=[N:17][OH:18])=[O:23])[CH3:20]. The yield is 0.590. (6) The reactants are [CH:1]1[C:14]2[CH:13]=[C:12](B(O)O)[C:11]3[C:6](=[CH:7][CH:8]=[CH:9][CH:10]=3)[C:5]=2[CH:4]=[CH:3][CH:2]=1.Br[C:19]1[CH:20]=[C:21]([C:26]2[N:31]=[C:30]([C:32]3[CH:37]=[CH:36][C:35]([CH3:38])=[CH:34][CH:33]=3)[N:29]=[C:28]([C:39]3[CH:44]=[CH:43][C:42]([CH3:45])=[CH:41][CH:40]=3)[N:27]=2)[CH:22]=[C:23](Br)[CH:24]=1.[OH-].[Na+]. The catalyst is O1CCCC1.Cl[Pd](Cl)([P](C1C=CC=CC=1)(C1C=CC=CC=1)C1C=CC=CC=1)[P](C1C=CC=CC=1)(C1C=CC=CC=1)C1C=CC=CC=1. The product is [CH:1]1[C:14]2[CH:13]=[C:12]([C:19]3[CH:20]=[C:21]([C:26]4[N:31]=[C:30]([C:32]5[CH:37]=[CH:36][C:35]([CH3:38])=[CH:34][CH:33]=5)[N:29]=[C:28]([C:39]5[CH:44]=[CH:43][C:42]([CH3:45])=[CH:41][CH:40]=5)[N:27]=4)[CH:22]=[C:23]([C:13]4[C:14]5[C:5]([C:6]6[CH:7]=[CH:8][CH:9]=[CH:10][C:11]=6[CH:12]=4)=[CH:4][CH:3]=[CH:2][CH:1]=5)[CH:24]=3)[C:11]3[C:6](=[CH:7][CH:8]=[CH:9][CH:10]=3)[C:5]=2[CH:4]=[CH:3][CH:2]=1. The yield is 0.440. (7) The reactants are O[CH2:2][CH:3]1[CH2:8][CH2:7][N:6]([C:9](=[O:13])[CH:10]([CH3:12])[CH3:11])[CH2:5][CH2:4]1.C1(P(C2C=CC=CC=2)C2C=CC=CC=2)C=CC=CC=1.[Br:33]N1C(=O)CCC1=O. The catalyst is ClCCl. The product is [Br:33][CH2:2][CH:3]1[CH2:8][CH2:7][N:6]([C:9](=[O:13])[CH:10]([CH3:12])[CH3:11])[CH2:5][CH2:4]1. The yield is 0.740.